Task: Predict the product of the given reaction.. Dataset: Forward reaction prediction with 1.9M reactions from USPTO patents (1976-2016) (1) Given the reactants [C:1]([OH:20])(=[O:19])[CH2:2][CH2:3][CH2:4][CH2:5][CH2:6][CH2:7][CH2:8]/[CH:9]=[CH:10]\[CH2:11][CH2:12][CH2:13][CH2:14][CH2:15][CH2:16][CH2:17][CH3:18].[OH:21][CH2:22][CH:23]([CH2:25]O)[OH:24], predict the reaction product. The product is: [C:1]([O:20][CH2:25][CH:23]([CH2:22][OH:21])[OH:24])(=[O:19])[CH2:2][CH2:3][CH2:4][CH2:5][CH2:6][CH2:7][CH2:8]/[CH:9]=[CH:10]\[CH2:11][CH2:12][CH2:13][CH2:14][CH2:15][CH2:16][CH2:17][CH3:18]. (2) Given the reactants [C:1]([S:5][S:6][CH2:7][CH2:8][NH2:9])([CH3:4])([CH3:3])[CH3:2].Br[CH2:11][C:12]([O:14][CH2:15][CH3:16])=[O:13].CCN(C(C)C)C(C)C.[C:26](OC([O-])=O)([O:28][C:29]([CH3:32])([CH3:31])[CH3:30])=[O:27], predict the reaction product. The product is: [C:29]([O:28][C:26]([N:9]([CH2:8][CH2:7][S:6][S:5][C:1]([CH3:4])([CH3:3])[CH3:2])[CH2:11][C:12]([O:14][CH2:15][CH3:16])=[O:13])=[O:27])([CH3:32])([CH3:31])[CH3:30].